Task: Predict which catalyst facilitates the given reaction.. Dataset: Catalyst prediction with 721,799 reactions and 888 catalyst types from USPTO (1) Reactant: [C:1]([C:3]1([F:23])[CH2:7][CH2:6][N:5]([C:8](=[O:22])[C@H:9]([NH:14]C(=O)OC(C)(C)C)[C:10]([CH3:13])([CH3:12])[CH3:11])[CH2:4]1)#[N:2].[C:24]([OH:30])([C:26]([F:29])([F:28])[F:27])=[O:25]. Product: [F:27][C:26]([F:29])([F:28])[C:24]([OH:30])=[O:25].[NH2:14][C@H:9]([C:10]([CH3:13])([CH3:12])[CH3:11])[C:8]([N:5]1[CH2:6][CH2:7][C:3]([F:23])([C:1]#[N:2])[CH2:4]1)=[O:22]. The catalyst class is: 2. (2) Reactant: [Cl:1][CH2:2][C:3]([NH:5][CH:6]([CH2:9][CH3:10])[CH:7]=[O:8])=O.O=P(Cl)(Cl)Cl. Product: [Cl:1][CH2:2][C:3]1[O:8][CH:7]=[C:6]([CH2:9][CH3:10])[N:5]=1. The catalyst class is: 4. (3) Reactant: N(C(OC(C)C)=O)=NC(OC(C)C)=O.[CH:15]1([C@@:20]([OH:30])([C:24]2[CH:29]=[CH:28][CH:27]=[CH:26][CH:25]=2)[C:21]([OH:23])=[O:22])[CH2:19][CH2:18][CH2:17][CH2:16]1.[C:31]([O:35][C:36]([N:38]1[CH2:42][CH2:41][C@@H:40](O)[CH2:39]1)=[O:37])([CH3:34])([CH3:33])[CH3:32].C1(P(C2C=CC=CC=2)C2C=CC=CC=2)C=CC=CC=1. Product: [C:31]([O:35][C:36]([N:38]1[CH2:42][CH2:41][CH:40]([O:22][C:21](=[O:23])[C@:20]([CH:15]2[CH2:19][CH2:18][CH2:17][CH2:16]2)([OH:30])[C:24]2[CH:25]=[CH:26][CH:27]=[CH:28][CH:29]=2)[CH2:39]1)=[O:37])([CH3:34])([CH3:32])[CH3:33]. The catalyst class is: 1. (4) Reactant: [CH2:1]([O:3][C:4]([C:7]1[CH:11]=[C:10]([NH:12][C:13](=[O:21])OC2C=CC=CC=2)[N:9]([C:22]2[CH:27]=[CH:26][CH:25]=[CH:24][CH:23]=2)[N:8]=1)([CH3:6])[CH3:5])[CH3:2].[CH3:28][O:29][C:30]1[CH:31]=[C:32]2[C:37](=[CH:38][C:39]=1[O:40][CH3:41])[N:36]=[CH:35][N:34]=[C:33]2[S:42][C:43]1[CH:44]=[C:45]([CH:47]=[CH:48][CH:49]=1)[NH2:46].C(N(CC)C(C)C)(C)C. Product: [CH3:28][O:29][C:30]1[CH:31]=[C:32]2[C:37](=[CH:38][C:39]=1[O:40][CH3:41])[N:36]=[CH:35][N:34]=[C:33]2[S:42][C:43]1[CH:44]=[C:45]([NH:46][C:13]([NH:12][C:10]2[N:9]([C:22]3[CH:23]=[CH:24][CH:25]=[CH:26][CH:27]=3)[N:8]=[C:7]([C:4]([O:3][CH2:1][CH3:2])([CH3:5])[CH3:6])[CH:11]=2)=[O:21])[CH:47]=[CH:48][CH:49]=1. The catalyst class is: 1. (5) Reactant: [F:1][C:2]1[CH:7]=[CH:6][CH:5]=[CH:4][C:3]=1[C:8]1[N:13]=[CH:12][C:11]([NH:14][C:15](=[O:34])[C:16]2[CH:21]=[CH:20][C:19]([S:22][CH3:23])=[C:18]([NH:24][C:25](=[O:33])[CH2:26][N:27]3[CH2:32][CH2:31][O:30][CH2:29][CH2:28]3)[CH:17]=2)=[CH:10][CH:9]=1.[OH:35]OS([O-])=O.[K+].[OH2:41]. Product: [F:1][C:2]1[CH:7]=[CH:6][CH:5]=[CH:4][C:3]=1[C:8]1[N:13]=[CH:12][C:11]([NH:14][C:15](=[O:34])[C:16]2[CH:21]=[CH:20][C:19]([S:22]([CH3:23])(=[O:35])=[O:41])=[C:18]([NH:24][C:25](=[O:33])[CH2:26][N:27]3[CH2:32][CH2:31][O:30][CH2:29][CH2:28]3)[CH:17]=2)=[CH:10][CH:9]=1. The catalyst class is: 5. (6) Reactant: [O:1]=[C:2]1[C:7]2([CH2:12][CH2:11][N:10](C(OC(C)(C)C)=O)[CH2:9][CH2:8]2)[CH2:6][CH2:5][CH2:4][N:3]1[CH2:20][C:21]1[C:29]2[C:24](=[CH:25][CH:26]=[CH:27][CH:28]=2)[N:23]([S:30]([C:33]2[CH:39]=[CH:38][C:36]([CH3:37])=[CH:35][CH:34]=2)(=[O:32])=[O:31])[CH:22]=1.C(O)(C(F)(F)F)=O. Product: [S:30]([N:23]1[C:24]2[C:29](=[CH:28][CH:27]=[CH:26][CH:25]=2)[C:21]([CH2:20][N:3]2[CH2:4][CH2:5][CH2:6][C:7]3([CH2:12][CH2:11][NH:10][CH2:9][CH2:8]3)[C:2]2=[O:1])=[CH:22]1)([C:33]1[CH:39]=[CH:38][C:36]([CH3:37])=[CH:35][CH:34]=1)(=[O:31])=[O:32]. The catalyst class is: 4. (7) Reactant: [NH2:1][C:2]1[CH:11]=[C:10]([Br:12])[CH:9]=[CH:8][C:3]=1[C:4]([O:6]C)=[O:5].C(N(CC)CC)C.[CH3:20][S:21](Cl)(=[O:23])=[O:22].O. Product: [Br:12][C:10]1[CH:9]=[CH:8][C:3]([C:4]([OH:6])=[O:5])=[C:2]([NH:1][S:21]([CH3:20])(=[O:23])=[O:22])[CH:11]=1. The catalyst class is: 7. (8) Reactant: CN(C)/[CH:3]=[CH:4]/[C:5]([C:7]1[C:8](=[O:30])[O:9][C:10]2[C:15]([CH:16]=1)=[CH:14][CH:13]=[C:12]([N:17]1[CH2:22][CH2:21][N:20]([C:23]([O:25][C:26]([CH3:29])([CH3:28])[CH3:27])=[O:24])[CH2:19][CH2:18]1)[CH:11]=2)=O.Cl.[C:33]([NH2:36])(=[NH:35])[CH3:34].C([O-])([O-])=O.[K+].[K+].O. Product: [C:26]([O:25][C:23]([N:20]1[CH2:19][CH2:18][N:17]([C:12]2[CH:11]=[C:10]3[C:15]([CH:16]=[C:7]([C:5]4[CH:4]=[CH:3][N:36]=[C:33]([CH3:34])[N:35]=4)[C:8](=[O:30])[O:9]3)=[CH:14][CH:13]=2)[CH2:22][CH2:21]1)=[O:24])([CH3:29])([CH3:28])[CH3:27]. The catalyst class is: 23. (9) Reactant: [F:1][C:2]1[CH:26]=[CH:25][CH:24]=[C:23]([F:27])[C:3]=1[C:4]([NH:6][C:7](=[O:22])[N:8]([C:10]1[CH:15]=[CH:14][C:13]([S:16][C:17]([F:20])([F:19])[F:18])=[CH:12][C:11]=1[F:21])[CH3:9])=[O:5].[H-].[Na+].[C:30](Cl)(=[O:32])[CH3:31]. Product: [C:30]([N:6]([C:4](=[O:5])[C:3]1[C:23]([F:27])=[CH:24][CH:25]=[CH:26][C:2]=1[F:1])[C:7]([N:8]([C:10]1[CH:15]=[CH:14][C:13]([S:16][C:17]([F:20])([F:19])[F:18])=[CH:12][C:11]=1[F:21])[CH3:9])=[O:22])(=[O:32])[CH3:31]. The catalyst class is: 60.